This data is from Peptide-MHC class II binding affinity with 134,281 pairs from IEDB. The task is: Regression. Given a peptide amino acid sequence and an MHC pseudo amino acid sequence, predict their binding affinity value. This is MHC class II binding data. (1) The peptide sequence is ANKIVYTVKVEPHTG. The MHC is DRB1_0701 with pseudo-sequence DRB1_0701. The binding affinity (normalized) is 0.310. (2) The peptide sequence is PKDMTYRRLISMMGF. The MHC is DRB5_0101 with pseudo-sequence DRB5_0101. The binding affinity (normalized) is 0.628.